Dataset: Forward reaction prediction with 1.9M reactions from USPTO patents (1976-2016). Task: Predict the product of the given reaction. (1) Given the reactants C[O:2][C:3]([C:5]1[C:6](C2C=CC(C(O)=O)=CC=2)=[CH:7][CH:8]=[C:9]([C:11]2[S:12][CH:13]=[C:14]([C:16]3[CH:21]=[CH:20][C:19]([Cl:22])=[C:18]([Cl:23])[CH:17]=3)[N:15]=2)[CH:10]=1)=[O:4].[CH3:33][CH:34]([NH2:41])[C:35]1[CH:40]=[CH:39][CH:38]=[CH:37][CH:36]=1, predict the reaction product. The product is: [Cl:23][C:18]1[CH:17]=[C:16]([C:14]2[N:15]=[C:11]([C:9]3[CH:10]=[C:5]([C:3]([OH:2])=[O:4])[C:6]([C:8]4[CH:7]=[CH:6][C:5]([C:3](=[O:2])[NH:41][CH:34]([C:35]5[CH:40]=[CH:39][CH:38]=[CH:37][CH:36]=5)[CH3:33])=[CH:10][CH:9]=4)=[CH:7][CH:8]=3)[S:12][CH:13]=2)[CH:21]=[CH:20][C:19]=1[Cl:22]. (2) Given the reactants [S:1]1[C:5]2[C:6]([C:10]3[O:30][C:13]4=[C:14]([NH2:29])[N:15]=[CH:16][C:17]([C:18]5[CH:19]=[N:20][N:21]([CH:23]6[CH2:28][CH2:27][NH:26][CH2:25][CH2:24]6)[CH:22]=5)=[C:12]4[CH:11]=3)=[CH:7][CH:8]=[CH:9][C:4]=2[CH:3]=[N:2]1.C(N(C(C)C)CC)(C)C.[CH2:40]([N:44]=[C:45]=[O:46])[CH:41]([CH3:43])[CH3:42], predict the reaction product. The product is: [CH2:40]([NH:44][C:45]([N:26]1[CH2:25][CH2:24][CH:23]([N:21]2[CH:22]=[C:18]([C:17]3[CH:16]=[N:15][C:14]([NH2:29])=[C:13]4[O:30][C:10]([C:6]5[C:5]6[S:1][N:2]=[CH:3][C:4]=6[CH:9]=[CH:8][CH:7]=5)=[CH:11][C:12]=34)[CH:19]=[N:20]2)[CH2:28][CH2:27]1)=[O:46])[CH:41]([CH3:43])[CH3:42]. (3) Given the reactants N#N.[CH3:3][O:4][C:5]1[CH:10]=[CH:9][C:8]([C:11]2([CH2:14][OH:15])[CH2:13][CH2:12]2)=[CH:7][CH:6]=1, predict the reaction product. The product is: [CH3:3][O:4][C:5]1[CH:10]=[CH:9][C:8]([C:11]2([CH:14]=[O:15])[CH2:13][CH2:12]2)=[CH:7][CH:6]=1. (4) Given the reactants Br[CH2:2][C:3]1[CH:8]=[CH:7][C:6]([C:9]([F:12])([F:11])[F:10])=[CH:5][CH:4]=1.[CH2:13]([NH:20][C:21]([C:23]1[S:24][C:25]([N:29]2[CH:34]=[CH:33][C:32]([OH:35])=[CH:31][C:30]2=[O:36])=[CH:26][C:27]=1[CH3:28])=[O:22])[C:14]1[CH:19]=[CH:18][CH:17]=[CH:16][CH:15]=1, predict the reaction product. The product is: [CH2:13]([NH:20][C:21]([C:23]1[S:24][C:25]([N:29]2[CH:34]=[CH:33][C:32]([O:35][CH2:2][C:3]3[CH:8]=[CH:7][C:6]([C:9]([F:12])([F:11])[F:10])=[CH:5][CH:4]=3)=[CH:31][C:30]2=[O:36])=[CH:26][C:27]=1[CH3:28])=[O:22])[C:14]1[CH:15]=[CH:16][CH:17]=[CH:18][CH:19]=1.